From a dataset of Peptide-MHC class I binding affinity with 185,985 pairs from IEDB/IMGT. Regression. Given a peptide amino acid sequence and an MHC pseudo amino acid sequence, predict their binding affinity value. This is MHC class I binding data. (1) The peptide sequence is RLAPEPVYT. The MHC is HLA-A03:01 with pseudo-sequence HLA-A03:01. The binding affinity (normalized) is 0.0847. (2) The peptide sequence is KWKRQLNSL. The MHC is HLA-A30:01 with pseudo-sequence HLA-A30:01. The binding affinity (normalized) is 0.476. (3) The peptide sequence is GLADQLIHI. The MHC is HLA-A02:19 with pseudo-sequence HLA-A02:19. The binding affinity (normalized) is 0.787. (4) The peptide sequence is TQGYFPDWQNY. The MHC is HLA-A29:02 with pseudo-sequence HLA-A29:02. The binding affinity (normalized) is 0.305. (5) The peptide sequence is LFNWAVRTKL. The MHC is Patr-A0701 with pseudo-sequence Patr-A0701. The binding affinity (normalized) is 0.0547. (6) The peptide sequence is MPGTFQTTTG. The MHC is HLA-B35:01 with pseudo-sequence HLA-B35:01. The binding affinity (normalized) is 0.532. (7) The peptide sequence is RRYDKLMSF. The MHC is HLA-B27:05 with pseudo-sequence HLA-B27:05. The binding affinity (normalized) is 0.765. (8) The peptide sequence is WMQELRAGA. The MHC is HLA-B44:02 with pseudo-sequence HLA-B44:02. The binding affinity (normalized) is 0.0847. (9) The peptide sequence is RQSSGSSSSGF. The MHC is HLA-B53:01 with pseudo-sequence HLA-B53:01. The binding affinity (normalized) is 0.0847.